From a dataset of Reaction yield outcomes from USPTO patents with 853,638 reactions. Predict the reaction yield, written as a fraction of the theoretical maximum amount of product (1.0 means a 100% yield; for example, 0.34 means a 34% yield). (1) The reactants are [CH3:1][C:2]1[CH:7]=[CH:6][C:5]([C:8]2[CH:13]=[CH:12][C:11]([CH2:14][NH2:15])=[CH:10][CH:9]=2)=[CH:4][CH:3]=1.[CH3:16][C:17]1[CH:22]=[CH:21][C:20]([C:23]2[C:24]([C:29]([NH:31][C:32]3[CH:33]=[C:34]([C:38](O)=[O:39])[N:35]([CH3:37])[CH:36]=3)=[O:30])=[CH:25][CH:26]=[CH:27][CH:28]=2)=[CH:19][CH:18]=1.CN(C(ON1N=NC2C=CC=CC1=2)=[N+](C)C)C.[B-](F)(F)(F)F.C(N(C(C)C)C(C)C)C. The catalyst is CN(C)C=O.ClCCl.C(O)C. The product is [CH3:1][C:2]1[CH:3]=[CH:4][C:5]([C:8]2[CH:13]=[CH:12][C:11]([CH2:14][NH:15][C:38]([C:34]3[N:35]([CH3:37])[CH:36]=[C:32]([NH:31][C:29]([C:24]4[C:23]([C:20]5[CH:19]=[CH:18][C:17]([CH3:16])=[CH:22][CH:21]=5)=[CH:28][CH:27]=[CH:26][CH:25]=4)=[O:30])[CH:33]=3)=[O:39])=[CH:10][CH:9]=2)=[CH:6][CH:7]=1. The yield is 1.00. (2) The reactants are FC(F)(F)S(O[C:7]1[CH:12]=[CH:11][CH:10]=[C:9]([C:13]([C:16]2[CH:21]=[CH:20][CH:19]=[C:18]([C:22]#[N:23])[CH:17]=2)([CH3:15])[CH3:14])[CH:8]=1)(=O)=O.C1C=CC(P(C2C(C3C(P(C4C=CC=CC=4)C4C=CC=CC=4)=CC=C4C=3C=CC=C4)=C3C(C=CC=C3)=CC=2)C2C=CC=CC=2)=CC=1.C(=[NH:85])(C1C=CC=CC=1)C1C=CC=CC=1.Cl. The catalyst is C1COCC1.C1C=CC(/C=C/C(/C=C/C2C=CC=CC=2)=O)=CC=1.C1C=CC(/C=C/C(/C=C/C2C=CC=CC=2)=O)=CC=1.C1C=CC(/C=C/C(/C=C/C2C=CC=CC=2)=O)=CC=1.[Pd].[Pd]. The product is [NH2:85][C:7]1[CH:8]=[C:9]([C:13]([C:16]2[CH:17]=[C:18]([CH:19]=[CH:20][CH:21]=2)[C:22]#[N:23])([CH3:15])[CH3:14])[CH:10]=[CH:11][CH:12]=1. The yield is 0.420. (3) The reactants are [Cl:1][C:2]1[C:7]([CH:8]([OH:16])[C:9]#[C:10][C:11]([O:13][CH2:14][CH3:15])=[O:12])=[CH:6][N:5]=[C:4]([S:17][CH3:18])[N:3]=1.C(N(CC)CC)C. The catalyst is O1CCOCC1. The product is [Cl:1][C:2]1[C:7]([C:8](=[O:16])[CH:9]=[CH:10][C:11]([O:13][CH2:14][CH3:15])=[O:12])=[CH:6][N:5]=[C:4]([S:17][CH3:18])[N:3]=1. The yield is 0.990. (4) The reactants are [CH2:1]([NH:4][C:5](=[O:16])[C:6]1[CH:11]=[CH:10][CH:9]=[C:8]([C:12]([F:15])([F:14])[F:13])[CH:7]=1)[C:2]#[CH:3].[OH-].[Na+]. The catalyst is S(=O)(=O)(O)O. The product is [CH3:3][C:2]1[O:16][C:5]([C:6]2[CH:11]=[CH:10][CH:9]=[C:8]([C:12]([F:14])([F:15])[F:13])[CH:7]=2)=[N:4][CH:1]=1. The yield is 0.970. (5) The reactants are Br[CH2:2][C:3]1[CH:7]=[C:6]([C:8]([CH3:11])([CH3:10])[CH3:9])[S:5][C:4]=1[C:12]([O:14][CH3:15])=[O:13].[Br:16][C:17]1[CH:22]=[CH:21][C:20]([CH2:23][NH2:24])=[C:19]([F:25])[CH:18]=1.C([O-])([O-])=O.[Cs+].[Cs+]. The catalyst is C(#N)C. The product is [Br:16][C:17]1[CH:22]=[CH:21][C:20]([CH2:23][NH:24][CH2:2][C:3]2[CH:7]=[C:6]([C:8]([CH3:11])([CH3:10])[CH3:9])[S:5][C:4]=2[C:12]([O:14][CH3:15])=[O:13])=[C:19]([F:25])[CH:18]=1. The yield is 0.750. (6) The reactants are [NH2:1][C:2]1[S:3][C:4]2[C:10]([N:11]3[CH2:16][CH2:15][O:14][CH2:13][CH2:12]3)=[CH:9][CH:8]=[C:7]([O:17][CH3:18])[C:5]=2[N:6]=1.[Cl:19][CH2:20][C:21]1[CH:29]=[CH:28][C:24]([C:25](Cl)=[O:26])=[CH:23][CH:22]=1.N1C=CC=CC=1. The catalyst is ClCCl. The product is [Cl:19][CH2:20][C:21]1[CH:29]=[CH:28][C:24]([C:25]([NH:1][C:2]2[S:3][C:4]3[C:10]([N:11]4[CH2:16][CH2:15][O:14][CH2:13][CH2:12]4)=[CH:9][CH:8]=[C:7]([O:17][CH3:18])[C:5]=3[N:6]=2)=[O:26])=[CH:23][CH:22]=1. The yield is 0.540. (7) The reactants are [F:1][C:2]1[CH:7]=[CH:6][C:5]([N:8]2[C:12]([CH3:13])=[C:11]([NH2:14])[CH:10]=[N:9]2)=[CH:4][CH:3]=1.[CH3:15][C:16]1[N:17]([CH:25]([CH3:29])[C:26](O)=[O:27])[CH:18]=[C:19]([C:21]([F:24])([F:23])[F:22])[N:20]=1.C(N(C(C)C)CC)(C)C.CN(C(ON1N=NC2C=CC=NC1=2)=[N+](C)C)C.F[P-](F)(F)(F)(F)F. The catalyst is CN(C=O)C.O. The product is [F:1][C:2]1[CH:3]=[CH:4][C:5]([N:8]2[C:12]([CH3:13])=[C:11]([NH:14][C:26](=[O:27])[CH:25]([N:17]3[CH:18]=[C:19]([C:21]([F:22])([F:24])[F:23])[N:20]=[C:16]3[CH3:15])[CH3:29])[CH:10]=[N:9]2)=[CH:6][CH:7]=1. The yield is 0.240.